From a dataset of Forward reaction prediction with 1.9M reactions from USPTO patents (1976-2016). Predict the product of the given reaction. (1) Given the reactants [N+:1]([C:4]1[CH:12]=[C:11]2[C:7]([CH:8]=[N:9][NH:10]2)=[CH:6][CH:5]=1)([O-:3])=[O:2].[OH-].[Na+].[I:15]I, predict the reaction product. The product is: [I:15][C:8]1[C:7]2[C:11](=[CH:12][C:4]([N+:1]([O-:3])=[O:2])=[CH:5][CH:6]=2)[NH:10][N:9]=1. (2) The product is: [F:18][C:2]([F:1])([F:17])[C:3]([C:5]1[C:13]2[C:8](=[CH:9][CH:10]=[CH:11][CH:12]=2)[N:7]([CH2:14][C:15]#[C:16][C:23]2[CH:24]=[CH:25][C:20]([I:19])=[CH:21][CH:22]=2)[CH:6]=1)=[O:4]. Given the reactants [F:1][C:2]([F:18])([F:17])[C:3]([C:5]1[C:13]2[C:8](=[CH:9][CH:10]=[CH:11][CH:12]=2)[N:7]([CH2:14][C:15]#[CH:16])[CH:6]=1)=[O:4].[I:19][C:20]1[CH:25]=[CH:24][C:23](I)=[CH:22][CH:21]=1, predict the reaction product. (3) Given the reactants [CH3:1][C:2]([NH2:22])([C:4]1([C:16]2[CH:21]=[CH:20][CH:19]=[CH:18][N:17]=2)[CH2:9][CH2:8][N:7]([S:10]([CH2:13][CH2:14][CH3:15])(=[O:12])=[O:11])[CH2:6][CH2:5]1)[CH3:3].CCN(C(C)C)C(C)C.[Cl:32][C:33]1[C:41]([F:42])=[CH:40][CH:39]=[C:38]([F:43])[C:34]=1[C:35](Cl)=[O:36], predict the reaction product. The product is: [Cl:32][C:33]1[C:41]([F:42])=[CH:40][CH:39]=[C:38]([F:43])[C:34]=1[C:35]([NH:22][C:2]([CH3:3])([C:4]1([C:16]2[CH:21]=[CH:20][CH:19]=[CH:18][N:17]=2)[CH2:9][CH2:8][N:7]([S:10]([CH2:13][CH2:14][CH3:15])(=[O:12])=[O:11])[CH2:6][CH2:5]1)[CH3:1])=[O:36].